Dataset: Reaction yield outcomes from USPTO patents with 853,638 reactions. Task: Predict the reaction yield, written as a fraction of the theoretical maximum amount of product (1.0 means a 100% yield; for example, 0.34 means a 34% yield). (1) The reactants are C(O)(C)C.[BH4-].[Na+].[CH:7]([CH:9]([CH2:16][CH2:17][CH2:18][CH2:19][CH2:20][CH2:21][CH3:22])[CH2:10][CH2:11][C:12](OC)=[O:13])=[O:8].Cl. The catalyst is O.CC(C)=O. The product is [CH2:16]([CH:9]([CH2:10][CH2:11][CH2:12][OH:13])[CH2:7][OH:8])[CH2:17][CH2:18][CH2:19][CH2:20][CH2:21][CH3:22]. The yield is 0.720. (2) The reactants are [NH2:1][C@@H:2]1[C:16](=[O:17])[N:15]2[CH2:18][C@H:19]([O:21][C:22]3[N:23]=[C:24]4[C:29](=[C:30]5[C:35]=3[CH:34]=[CH:33][CH:32]=[CH:31]5)[CH:28]=[CH:27][CH:26]=[CH:25]4)[CH2:20][C@H:14]2[C:13](=[O:36])[NH:12][C@:11]2([C:38]([NH:40][S:41]([CH:44]3[CH2:46][CH2:45]3)(=[O:43])=[O:42])=[O:39])[CH2:37][C@H:10]2[CH2:9][C:8]([F:48])([F:47])[CH2:7][CH2:6][CH2:5][CH2:4][CH2:3]1.Cl.[CH3:50][N:51]1[C:55]([CH3:56])=[CH:54][C:53]([C:57](O)=[O:58])=[N:52]1.CN(C(ON1N=NC2C=CC=NC1=2)=[N+](C)C)C.F[P-](F)(F)(F)(F)F.C(N(C(C)C)C(C)C)C. The catalyst is ClCCl. The product is [CH:44]1([S:41]([NH:40][C:38]([C@@:11]23[CH2:37][C@H:10]2[CH2:9][C:8]([F:47])([F:48])[CH2:7][CH2:6][CH2:5][CH2:4][CH2:3][C@H:2]([NH:1][C:57]([C:53]2[CH:54]=[C:55]([CH3:56])[N:51]([CH3:50])[N:52]=2)=[O:58])[C:16](=[O:17])[N:15]2[CH2:18][C@H:19]([O:21][C:22]4[N:23]=[C:24]5[C:29](=[C:30]6[C:35]=4[CH:34]=[CH:33][CH:32]=[CH:31]6)[CH:28]=[CH:27][CH:26]=[CH:25]5)[CH2:20][C@H:14]2[C:13](=[O:36])[NH:12]3)=[O:39])(=[O:43])=[O:42])[CH2:46][CH2:45]1. The yield is 0.600. (3) No catalyst specified. The product is [CH:1]1([C@@H:7]([NH:9][C:10]([C:12]2[C:21]3[C:16](=[CH:17][CH:18]=[CH:19][CH:20]=3)[N:15]=[C:14]([C:22]3[S:23][CH:24]=[CH:25][CH:26]=3)[C:13]=2[CH2:27][N:28]2[CH2:33][CH2:32][N:31]([CH2:34][C:35](=[O:37])[NH:46][CH2:45][C:44]3[N:40]([CH3:39])[N:41]=[C:42]([CH3:47])[CH:43]=3)[C:30](=[O:38])[CH2:29]2)=[O:11])[CH3:8])[CH2:6][CH2:5][CH2:4][CH2:3][CH2:2]1. The reactants are [CH:1]1([C@@H:7]([NH:9][C:10]([C:12]2[C:21]3[C:16](=[CH:17][CH:18]=[CH:19][CH:20]=3)[N:15]=[C:14]([C:22]3[S:23][CH:24]=[CH:25][CH:26]=3)[C:13]=2[CH2:27][N:28]2[CH2:33][CH2:32][N:31]([CH2:34][C:35]([OH:37])=O)[C:30](=[O:38])[CH2:29]2)=[O:11])[CH3:8])[CH2:6][CH2:5][CH2:4][CH2:3][CH2:2]1.[CH3:39][N:40]1[C:44]([CH2:45][NH2:46])=[CH:43][C:42]([CH3:47])=[N:41]1. The yield is 0.510. (4) The reactants are [CH3:1][C:2]1[CH2:7][CH2:6][C@@H:5]([C:8](Cl)=[O:9])[CH2:4][CH:3]=1.[CH3:11][O:12][C:13]([C:15]1[S:16][C:17]([C:31]#[C:32][C:33]([CH3:36])([CH3:35])[CH3:34])=[CH:18][C:19]=1[NH:20][CH:21]1[CH2:30][CH2:29][C:24]2([O:28][CH2:27][CH2:26][O:25]2)[CH2:23][CH2:22]1)=[O:14].[O-]P([O-])([O-])=O.[K+].[K+].[K+].CCOC(C)=O. The catalyst is ClC(Cl)C. The product is [CH3:11][O:12][C:13]([C:15]1[S:16][C:17]([C:31]#[C:32][C:33]([CH3:36])([CH3:35])[CH3:34])=[CH:18][C:19]=1[N:20]([CH:21]1[CH2:30][CH2:29][C:24]2([O:28][CH2:27][CH2:26][O:25]2)[CH2:23][CH2:22]1)[C:8]([C@@H:5]1[CH2:6][CH2:7][C:2]([CH3:1])=[CH:3][CH2:4]1)=[O:9])=[O:14]. The yield is 0.670. (5) The product is [F:38][C:35]1[CH:36]=[CH:37][C:32]([S:29]([CH:15]([NH:16][CH2:17][C:18]2[CH:23]=[CH:22][C:21]([N:24]3[CH:28]=[CH:27][CH:26]=[N:25]3)=[CH:20][CH:19]=2)[C:11]2[N:10]=[C:9]([NH:8][CH2:39][C:40]([OH:42])=[O:41])[CH:14]=[CH:13][CH:12]=2)(=[O:30])=[O:31])=[CH:33][CH:34]=1. The yield is 0.860. No catalyst specified. The reactants are C(OC([N:8]([CH2:39][C:40]([O:42]C(C)(C)C)=[O:41])[C:9]1[CH:14]=[CH:13][CH:12]=[C:11]([CH:15]([S:29]([C:32]2[CH:37]=[CH:36][C:35]([F:38])=[CH:34][CH:33]=2)(=[O:31])=[O:30])[NH:16][CH2:17][C:18]2[CH:23]=[CH:22][C:21]([N:24]3[CH:28]=[CH:27][CH:26]=[N:25]3)=[CH:20][CH:19]=2)[N:10]=1)=O)(C)(C)C.C(OC(N(CC(OC(C)(C)C)=O)C1C=CC=C(C(CC2C=CC(N3C=CC=N3)=CC=2)NS(C2C=CC=CN=2)(=O)=O)N=1)=O)(C)(C)C. (6) The reactants are NC1(C2C=CC(C3C(=O)C4C(=CC=C(F)C=4)OC=3C3C=CC=CC=3)=CC=2)CCC1.C(OC(=O)[NH:36][C:37]1([C:41]2[CH:46]=[CH:45][C:44]([C:47]3[C:48](=[O:67])[C:49]4[CH:57]=[CH:56][C:55]5[C:51](=[CH:52][N:53]([CH3:58])[N:54]=5)[C:50]=4[O:59][C:60]=3[C:61]3[CH:66]=[CH:65][CH:64]=[CH:63][CH:62]=3)=[CH:43][CH:42]=2)[CH2:40][CH2:39][CH2:38]1)(C)(C)C. No catalyst specified. The product is [NH2:36][C:37]1([C:41]2[CH:46]=[CH:45][C:44]([C:47]3[C:48](=[O:67])[C:49]4[CH:57]=[CH:56][C:55]5[C:51](=[CH:52][N:53]([CH3:58])[N:54]=5)[C:50]=4[O:59][C:60]=3[C:61]3[CH:62]=[CH:63][CH:64]=[CH:65][CH:66]=3)=[CH:43][CH:42]=2)[CH2:38][CH2:39][CH2:40]1. The yield is 0.890. (7) The catalyst is C(O)(CC)(C)C. The reactants are Cl[CH2:2][C:3]([NH:5][CH2:6][C@@H:7]([OH:10])[CH2:8][OH:9])=[O:4].CC(C)([O-])C.[K+].CO.O. The yield is 0.540. The product is [OH:9][CH2:8][C@H:7]1[CH2:6][NH:5][C:3](=[O:4])[CH2:2][O:10]1. (8) The product is [CH3:3][C:2]1[CH:1]=[C:42]([CH:38]=[C:39]([CH3:9])[CH:40]=1)[O:41][CH2:33][C:32]([O:35][CH2:36][CH3:37])=[O:34]. The reactants are [C:1](O)(=O)[CH2:2][CH2:3]C#C.O[CH2:9]C1C=CC(O)=CC=1.C1CCC(N=C=NC2CCCCC2)CC1.[C:32]([O:35][CH2:36][CH3:37])(=[O:34])[CH3:33].[CH2:38]1[CH2:42][O:41][CH2:40][CH2:39]1. The yield is 0.400. No catalyst specified. (9) The reactants are [F:1][C:2]1[CH:3]=[C:4]([CH:51]=[CH:52][CH:53]=1)[CH2:5][N:6]1[C:10]([CH3:11])=[C:9]([C:12]2[C:20]3[C:15](=[N:16][CH:17]=[C:18]([C:21]4[CH:26]=[CH:25][C:24]([N:27]5[CH2:32][CH2:31][N:30](C(OC(C)(C)C)=O)[CH2:29][CH2:28]5)=[CH:23][CH:22]=4)[CH:19]=3)[N:14]([S:40]([C:43]3[CH:49]=[CH:48][C:46]([CH3:47])=[CH:45][CH:44]=3)(=[O:42])=[O:41])[CH:13]=2)[C:8]([CH3:50])=[N:7]1.[ClH:54]. The catalyst is CO.O1CCOCC1. The product is [ClH:54].[F:1][C:2]1[CH:3]=[C:4]([CH:51]=[CH:52][CH:53]=1)[CH2:5][N:6]1[C:10]([CH3:11])=[C:9]([C:12]2[C:20]3[C:15](=[N:16][CH:17]=[C:18]([C:21]4[CH:26]=[CH:25][C:24]([N:27]5[CH2:28][CH2:29][NH:30][CH2:31][CH2:32]5)=[CH:23][CH:22]=4)[CH:19]=3)[N:14]([S:40]([C:43]3[CH:49]=[CH:48][C:46]([CH3:47])=[CH:45][CH:44]=3)(=[O:41])=[O:42])[CH:13]=2)[C:8]([CH3:50])=[N:7]1. The yield is 0.938.